Task: Regression. Given a peptide amino acid sequence and an MHC pseudo amino acid sequence, predict their binding affinity value. This is MHC class I binding data.. Dataset: Peptide-MHC class I binding affinity with 185,985 pairs from IEDB/IMGT (1) The peptide sequence is VTYGYGSL. The MHC is H-2-Db with pseudo-sequence H-2-Db. The binding affinity (normalized) is 0.117. (2) The peptide sequence is TVFYNIPPM. The MHC is HLA-A26:01 with pseudo-sequence HLA-A26:01. The binding affinity (normalized) is 0.719.